Dataset: Catalyst prediction with 721,799 reactions and 888 catalyst types from USPTO. Task: Predict which catalyst facilitates the given reaction. (1) Reactant: C(O[C:6](=O)[N:7]([C:9]1[CH:14]=[CH:13][C:12]([C:15]2[CH:16]=[N:17][C:18]3[N:19]([CH:21]=[C:22]([C:24]4[CH:29]=[C:28]([NH:30][C:31]([N:33]5[CH2:37][CH2:36][CH2:35][CH2:34]5)=[O:32])[CH:27]=[CH:26][C:25]=4[Cl:38])[N:23]=3)[CH:20]=2)=[CH:11][CH:10]=1)C)(C)(C)C.C(O)(C(F)(F)F)=O. Product: [Cl:38][C:25]1[CH:26]=[CH:27][C:28]([NH:30][C:31]([N:33]2[CH2:34][CH2:35][CH2:36][CH2:37]2)=[O:32])=[CH:29][C:24]=1[C:22]1[N:23]=[C:18]2[N:17]=[CH:16][C:15]([C:12]3[CH:11]=[CH:10][C:9]([NH:7][CH3:6])=[CH:14][CH:13]=3)=[CH:20][N:19]2[CH:21]=1. The catalyst class is: 2. (2) Reactant: [Cl:1][C:2]1[N:7]=[C:6]2[NH:8][N:9]=[CH:10][C:5]2=[CH:4][N:3]=1.C(=O)([O-])[O-].[K+].[K+].Br[CH2:18][C:19]1[CH:24]=[CH:23][CH:22]=[C:21]([N+:25]([O-:27])=[O:26])[CH:20]=1. Product: [Cl:1][C:2]1[N:7]=[C:6]2[N:8]([CH2:18][C:19]3[CH:24]=[CH:23][CH:22]=[C:21]([N+:25]([O-:27])=[O:26])[CH:20]=3)[N:9]=[CH:10][C:5]2=[CH:4][N:3]=1. The catalyst class is: 115. (3) Reactant: [CH3:1][O:2][C:3]1[CH:4]=[C:5]([CH2:10][C:11]([OH:13])=[O:12])[CH:6]=[CH:7][C:8]=1[CH3:9].[Br:14]Br.O. Product: [Br:14][C:6]1[CH:7]=[C:8]([CH3:9])[C:3]([O:2][CH3:1])=[CH:4][C:5]=1[CH2:10][C:11]([OH:13])=[O:12]. The catalyst class is: 15. (4) Reactant: O[C:2]1[CH:3]=[C:4]([C:11]([O:13][CH2:14][CH3:15])=[O:12])[C:5]2[CH:10]=[N:9][NH:8][C:6]=2[N:7]=1.P(Br)(Br)([Br:18])=O.C([O-])([O-])=O.[Na+].[Na+]. Product: [Br:18][C:2]1[CH:3]=[C:4]([C:11]([O:13][CH2:14][CH3:15])=[O:12])[C:5]2[CH:10]=[N:9][NH:8][C:6]=2[N:7]=1. The catalyst class is: 144.